From a dataset of Catalyst prediction with 721,799 reactions and 888 catalyst types from USPTO. Predict which catalyst facilitates the given reaction. Reactant: Cl[C:2]1[N:7]2[N:8]=[C:9]([CH3:20])[C:10]([C:11]3[C:16]([CH3:17])=[CH:15][C:14]([CH3:18])=[CH:13][C:12]=3[CH3:19])=[C:6]2[N:5]=[C:4]([CH3:21])[C:3]=1[CH2:22][CH2:23]Cl.NC(N)=[S:27].C(=O)([O-])[O-].[Na+].[Na+]. Product: [C:16]1([CH3:17])[CH:15]=[C:14]([CH3:18])[CH:13]=[C:12]([CH3:19])[C:11]=1[C:10]1[C:9]([CH3:20])=[N:8][N:7]2[C:2]3[S:27][CH2:23][CH2:22][C:3]=3[C:4]([CH3:21])=[N:5][C:6]=12. The catalyst class is: 8.